From a dataset of Peptide-MHC class I binding affinity with 185,985 pairs from IEDB/IMGT. Regression. Given a peptide amino acid sequence and an MHC pseudo amino acid sequence, predict their binding affinity value. This is MHC class I binding data. The peptide sequence is SADPLASLL. The MHC is HLA-A24:02 with pseudo-sequence HLA-A24:02. The binding affinity (normalized) is 0.0847.